This data is from Catalyst prediction with 721,799 reactions and 888 catalyst types from USPTO. The task is: Predict which catalyst facilitates the given reaction. (1) Reactant: [N:1]1[C:10]2[C:5](=[CH:6][C:7]3[CH2:15][CH2:14][NH:13][CH2:12][CH2:11][C:8]=3[CH:9]=2)[CH:4]=[CH:3][CH:2]=1.[NH2:16][C:17]1[CH:33]=[CH:32][C:20]2[CH2:21][CH2:22][N:23]([C:26](=[O:31])[C:27]([F:30])([F:29])[F:28])[CH2:24][CH2:25][C:19]=2[CH:18]=1.S(=O)(=O)(O)[OH:35].II. Product: [N:1]1[C:10]2[C:5](=[CH:6][C:7]3[CH2:15][CH2:14][NH:13][CH2:12][CH2:11][C:8]=3[CH:9]=2)[CH:4]=[CH:3][CH:2]=1.[F:29][C:27]([F:30])([F:28])[C:26]([N:23]1[CH2:24][CH2:25][C:19]2[CH:18]=[C:17]3[C:33]([CH:2]=[CH:3][C:4](=[O:35])[NH:16]3)=[CH:32][C:20]=2[CH2:21][CH2:22]1)=[O:31]. The catalyst class is: 610. (2) Reactant: [NH2:1][C:2]1[C:3]([C:13]([NH:15][NH:16][C:17](=[O:25])[C:18]([OH:24])([CH3:23])[C:19]([F:22])([F:21])[F:20])=[O:14])=[N:4][C:5]([Br:12])=[C:6]([C:8]([F:11])([F:10])[F:9])[CH:7]=1.C(N(CC)CC)C.FC(F)(F)S(O[Si:39]([CH:46]([CH3:48])[CH3:47])([CH:43]([CH3:45])[CH3:44])[CH:40]([CH3:42])[CH3:41])(=O)=O. Product: [NH2:1][C:2]1[C:3]([C:13]([NH:15][NH:16][C:17](=[O:25])[C:18]([CH3:23])([O:24][Si:39]([CH:46]([CH3:48])[CH3:47])([CH:43]([CH3:45])[CH3:44])[CH:40]([CH3:42])[CH3:41])[C:19]([F:22])([F:21])[F:20])=[O:14])=[N:4][C:5]([Br:12])=[C:6]([C:8]([F:11])([F:9])[F:10])[CH:7]=1. The catalyst class is: 2. (3) Reactant: [F:1][C:2]1[C:14]([F:15])=[C:13]([F:16])[CH:12]=[CH:11][C:3]=1[NH:4][C@H:5]([CH3:10])[C:6]([O:8][CH3:9])=[O:7].N12CCCN=C1CCCCC2.Cl. Product: [F:1][C:2]1[C:14]([F:15])=[C:13]([F:16])[CH:12]=[CH:11][C:3]=1[NH:4][CH:5]([CH3:10])[C:6]([O:8][CH3:9])=[O:7]. The catalyst class is: 11. (4) Reactant: [ClH:1].[CH3:2][O:3][C:4]1[CH:9]=[CH:8][C:7]([NH2:10])=[CH:6][C:5]=1[O:11][CH2:12][CH2:13][N:14]1[CH2:19][CH2:18][CH:17]([CH3:20])[CH2:16][CH2:15]1.N1[C:26]([CH3:27])=[CH:25][CH:24]=[CH:23][C:22]=1[CH3:28].CN([CH:32]=[O:33])C. Product: [ClH:1].[Cl:1][C:22]1[CH:23]=[CH:24][CH:25]=[C:26]2[C:28]=1[C:32](=[O:33])[N:10]([C:7]1[CH:8]=[CH:9][C:4]([O:3][CH3:2])=[C:5]([O:11][CH2:12][CH2:13][N:14]3[CH2:19][CH2:18][CH:17]([CH3:20])[CH2:16][CH2:15]3)[CH:6]=1)[CH2:27]2. The catalyst class is: 12. (5) Reactant: [NH:1](C(OCC1C=CC=CC=1)=O)[C@H:2]([C:12]([NH:14][C@H:15]([C:19]([NH:21][C@H:22]([C:26]([N:28]1[CH2:42][CH2:41][CH2:40][C@H:29]1[C:30]([O:32]CC1C=CC=CC=1)=[O:31])=[O:27])[CH:23]([CH3:25])[CH3:24])=[O:20])[CH:16]([CH3:18])[CH3:17])=[O:13])[CH2:3][CH2:4][C:5](=[O:11])[O:6][C:7]([CH3:10])([CH3:9])[CH3:8]. Product: [NH2:1][C@H:2]([C:12]([NH:14][C@H:15]([C:19]([NH:21][C@H:22]([C:26]([N:28]1[CH2:42][CH2:41][CH2:40][C@H:29]1[C:30]([OH:32])=[O:31])=[O:27])[CH:23]([CH3:25])[CH3:24])=[O:20])[CH:16]([CH3:18])[CH3:17])=[O:13])[CH2:3][CH2:4][C:5](=[O:11])[O:6][C:7]([CH3:8])([CH3:9])[CH3:10]. The catalyst class is: 105. (6) Reactant: [F:1][C:2]1[C:3](=[O:22])[NH:4][C:5](=[O:21])[N:6]([C@H:8]2[CH2:11][C@@H:10]([CH2:12][O:13]CC3C=CC=CC=3)[CH2:9]2)[CH:7]=1.C(O)=O.[H][H]. Product: [F:1][C:2]1[C:3](=[O:22])[NH:4][C:5](=[O:21])[N:6]([C@H:8]2[CH2:9][C@@H:10]([CH2:12][OH:13])[CH2:11]2)[CH:7]=1. The catalyst class is: 63. (7) Reactant: [S-:1][C:2]#[N:3].[K+].[NH2:5][C:6]1[CH:32]=[CH:31][C:9]([O:10][C:11]2[CH:12]=[C:13]([NH:17][C:18](=[O:30])[C:19]3[CH:24]=[CH:23][CH:22]=[C:21]([C:25]([C:28]#[N:29])([CH3:27])[CH3:26])[CH:20]=3)[CH:14]=[CH:15][CH:16]=2)=[C:8]([C:33]#[N:34])[CH:7]=1.BrBr. Product: [NH2:3][C:2]1[S:1][C:7]2[C:8]([C:33]#[N:34])=[C:9]([O:10][C:11]3[CH:12]=[C:13]([NH:17][C:18](=[O:30])[C:19]4[CH:24]=[CH:23][CH:22]=[C:21]([C:25]([C:28]#[N:29])([CH3:27])[CH3:26])[CH:20]=4)[CH:14]=[CH:15][CH:16]=3)[CH:31]=[CH:32][C:6]=2[N:5]=1. The catalyst class is: 15. (8) Reactant: Cl[C:2]1[CH:7]=[CH:6][C:5]([N+:8]([O-:10])=[O:9])=[CH:4][C:3]=1[N+:11]([O-])=O.CN(C)[CH:16]=[S:17].C1(C)C(C)=CC=CC=1. Product: [N+:8]([C:5]1[CH:6]=[CH:7][C:2]2[S:17][CH:16]=[N:11][C:3]=2[CH:4]=1)([O-:10])=[O:9]. The catalyst class is: 8. (9) Reactant: [Cl:1][C:2]1[CH:7]=[CH:6][CH:5]=[C:4]([Cl:8])[C:3]=1[C:9]1[NH:10][C:11]2[CH:17]=[C:16]([NH2:18])[CH:15]=[CH:14][C:12]=2[N:13]=1.CCN(C(C)C)C(C)C.[CH3:28][C:29]1[CH:34]=[C:33]([CH3:35])[CH:32]=[C:31]([CH3:36])[C:30]=1[S:37](Cl)(=[O:39])=[O:38]. Product: [Cl:8][C:4]1[CH:5]=[CH:6][CH:7]=[C:2]([Cl:1])[C:3]=1[C:9]1[NH:10][C:11]2[CH:17]=[C:16]([NH:18][S:37]([C:30]3[C:31]([CH3:36])=[CH:32][C:33]([CH3:35])=[CH:34][C:29]=3[CH3:28])(=[O:39])=[O:38])[CH:15]=[CH:14][C:12]=2[N:13]=1. The catalyst class is: 12.